This data is from Peptide-MHC class II binding affinity with 134,281 pairs from IEDB. The task is: Regression. Given a peptide amino acid sequence and an MHC pseudo amino acid sequence, predict their binding affinity value. This is MHC class II binding data. (1) The peptide sequence is GVDYTITVYAVTYYK. The MHC is DRB5_0101 with pseudo-sequence DRB5_0101. The binding affinity (normalized) is 0.669. (2) The peptide sequence is LWDIPTPKIIEECEH. The MHC is DRB1_1301 with pseudo-sequence DRB1_1301. The binding affinity (normalized) is 0.242. (3) The peptide sequence is YDKFLANVSTVLWGK. The binding affinity (normalized) is 0.920. The MHC is DRB1_0101 with pseudo-sequence DRB1_0101. (4) The peptide sequence is KALWIIFSQNMNIKL. The MHC is HLA-DPA10103-DPB10301 with pseudo-sequence HLA-DPA10103-DPB10301. The binding affinity (normalized) is 0.318. (5) The peptide sequence is CMTVQGGETMNSVIQ. The MHC is DRB3_0101 with pseudo-sequence DRB3_0101. The binding affinity (normalized) is 0.223. (6) The peptide sequence is LEAWLTEHGCNRLKR. The MHC is DRB1_1101 with pseudo-sequence DRB1_1101. The binding affinity (normalized) is 0.686. (7) The peptide sequence is YIITPTNVSHIQSAVVSGRR. The MHC is DRB1_0901 with pseudo-sequence DRB1_0901. The binding affinity (normalized) is 0.764. (8) The peptide sequence is NMEVRGGMVAPLYGV. The MHC is HLA-DQA10102-DQB10501 with pseudo-sequence HLA-DQA10102-DQB10501. The binding affinity (normalized) is 0.714. (9) The peptide sequence is VKAWWTDLLAKPSVQ. The MHC is HLA-DPA10201-DPB10101 with pseudo-sequence HLA-DPA10201-DPB10101. The binding affinity (normalized) is 0.437. (10) The peptide sequence is YQGVQQKWDATATEL. The MHC is DRB5_0101 with pseudo-sequence DRB5_0101. The binding affinity (normalized) is 0.0647.